Dataset: Full USPTO retrosynthesis dataset with 1.9M reactions from patents (1976-2016). Task: Predict the reactants needed to synthesize the given product. (1) Given the product [OH:38][C@@H:37]([C@@H:36]([NH:35][C:9]([C@H:7]1[O:8][C@@H:6]1[C:4]([O:3][CH2:1][CH3:2])=[O:5])=[O:11])[CH2:45][CH:46]([CH3:47])[CH3:48])[C:39]1[CH:44]=[CH:43][CH:42]=[CH:41][CH:40]=1, predict the reactants needed to synthesize it. The reactants are: [CH2:1]([O:3][C:4]([C@H:6]1[O:8][C@@H:7]1[C:9]([OH:11])=O)=[O:5])[CH3:2].ON1C(=O)CCC1=O.C1(N=C=NC2CCCCC2)CCCCC1.[NH2:35][C@@H:36]([CH2:45][CH:46]([CH3:48])[CH3:47])[C@@H:37]([C:39]1[CH:44]=[CH:43][CH:42]=[CH:41][CH:40]=1)[OH:38]. (2) The reactants are: Br[CH2:2][C:3]1[NH:8][C:7]([C:9]2[S:10][CH:11]=[CH:12][N:13]=2)=[N:6][CH:5]([C:14]2[CH:19]=[CH:18][C:17]([F:20])=[CH:16][C:15]=2[C:21]2[CH:26]=[C:25]([C:27]([F:30])([F:29])[F:28])[CH:24]=[C:23]([C:31]([F:34])([F:33])[F:32])[CH:22]=2)[C:4]=1[C:35]([O:37][CH2:38][CH3:39])=[O:36].[NH:40]1[CH2:45][CH2:44][O:43][CH2:42][C@H:41]1[C:46]([OH:48])=[O:47]. Given the product [CH2:38]([O:37][C:35]([C:4]1[CH:5]([C:14]2[CH:19]=[CH:18][C:17]([F:20])=[CH:16][C:15]=2[C:21]2[CH:22]=[C:23]([C:31]([F:32])([F:34])[F:33])[CH:24]=[C:25]([C:27]([F:29])([F:30])[F:28])[CH:26]=2)[N:6]=[C:7]([C:9]2[S:10][CH:11]=[CH:12][N:13]=2)[NH:8][C:3]=1[CH2:2][N:40]1[CH2:45][CH2:44][O:43][CH2:42][C@H:41]1[C:46]([OH:48])=[O:47])=[O:36])[CH3:39], predict the reactants needed to synthesize it. (3) The reactants are: [CH:1]1([C:4]2[CH:5]=[CH:6][C:7]([C:15]([OH:17])=O)=[N:8][C:9]=2[O:10][CH2:11][CH:12]2[CH2:14][CH2:13]2)[CH2:3][CH2:2]1.Cl.[F:19][C:20]([F:29])([F:28])[CH:21]([CH:23]1[CH2:27][CH2:26][NH:25][CH2:24]1)[OH:22]. Given the product [CH:1]1([C:4]2[CH:5]=[CH:6][C:7]([C:15]([N:25]3[CH2:26][CH2:27][CH:23]([CH:21]([OH:22])[C:20]([F:28])([F:29])[F:19])[CH2:24]3)=[O:17])=[N:8][C:9]=2[O:10][CH2:11][CH:12]2[CH2:13][CH2:14]2)[CH2:2][CH2:3]1, predict the reactants needed to synthesize it. (4) Given the product [CH3:17][O:18][C:19](=[O:49])[N:20]=[C:21]([S:47][CH3:48])[CH:22]([C:36]1[CH:37]=[C:38]([O:46][CH2:8][CH2:9][O:10][CH:11]2[CH2:16][CH2:15][CH2:14][CH2:13][O:12]2)[C:39]([O:44][CH3:45])=[C:40]([O:42][CH3:43])[CH:41]=1)[NH:23][C:24]1[CH:29]=[CH:28][C:27]([C:30]2[N:34]=[C:33]([CH3:35])[O:32][N:31]=2)=[CH:26][CH:25]=1, predict the reactants needed to synthesize it. The reactants are: C(=O)([O-])[O-].[K+].[K+].Br[CH2:8][CH2:9][O:10][CH:11]1[CH2:16][CH2:15][CH2:14][CH2:13][O:12]1.[CH3:17][O:18][C:19](=[O:49])[N:20]=[C:21]([S:47][CH3:48])[C:22]([C:36]1[CH:41]=[C:40]([O:42][CH3:43])[C:39]([O:44][CH3:45])=[C:38]([OH:46])[CH:37]=1)=[N:23][C:24]1[CH:29]=[CH:28][C:27]([C:30]2[N:34]=[C:33]([CH3:35])[O:32][N:31]=2)=[CH:26][CH:25]=1.O. (5) Given the product [Cl:37][C:21]1[CH:22]=[C:23]([C:26](=[O:36])[CH2:27][CH2:28][C:29]2[CH:34]=[CH:33][CH:32]=[C:31]([OH:35])[CH:30]=2)[CH:24]=[CH:25][C:20]=1[C:19]([NH:18]/[C:6](=[CH:7]\[C:8]1[CH:9]=[N:10][C:11]2[C:16]([CH:17]=1)=[CH:15][CH:14]=[CH:13][CH:12]=2)/[C:5]([OH:39])=[O:4])=[O:38], predict the reactants needed to synthesize it. The reactants are: [OH-].[Na+].C[O:4][C:5](=[O:39])/[C:6](/[NH:18][C:19](=[O:38])[C:20]1[CH:25]=[CH:24][C:23]([C:26](=[O:36])[CH2:27][CH2:28][C:29]2[CH:34]=[CH:33][CH:32]=[C:31]([OH:35])[CH:30]=2)=[CH:22][C:21]=1[Cl:37])=[CH:7]/[C:8]1[CH:9]=[N:10][C:11]2[C:16]([CH:17]=1)=[CH:15][CH:14]=[CH:13][CH:12]=2. (6) Given the product [C:20]([O:19][C:17]([N:24]1[CH2:29][CH2:28][CH:27]([NH:1][C:2]2[CH:11]=[C:10]([C:12]([F:13])([F:14])[F:15])[CH:9]=[C:4]([C:5]([O:7][CH3:8])=[O:6])[C:3]=2[CH3:16])[CH2:26][CH2:25]1)=[O:18])([CH3:23])([CH3:21])[CH3:22], predict the reactants needed to synthesize it. The reactants are: [NH2:1][C:2]1[C:3]([CH3:16])=[C:4]([CH:9]=[C:10]([C:12]([F:15])([F:14])[F:13])[CH:11]=1)[C:5]([O:7][CH3:8])=[O:6].[C:17]([N:24]1[CH2:29][CH2:28][CH2:27][CH2:26][C:25]1=O)([O:19][C:20]([CH3:23])([CH3:22])[CH3:21])=[O:18].C(O[BH-](OC(=O)C)OC(=O)C)(=O)C.[Na+].C([O-])(O)=O.[Na+]. (7) Given the product [CH3:30][C@H:25]1[CH2:26][CH2:27][CH2:28][CH2:29][N:24]1[C:21]1[N:19]2[CH:20]=[C:15]([O:12][C@@H:5]3[C:6]4[C:11](=[CH:10][CH:9]=[CH:8][CH:7]=4)[C@@H:2]([NH2:1])[CH2:3][CH2:4]3)[CH:16]=[CH:17][C:18]2=[N:23][N:22]=1, predict the reactants needed to synthesize it. The reactants are: [NH2:1][C@@H:2]1[C:11]2[C:6](=[CH:7][CH:8]=[CH:9][CH:10]=2)[C@@H:5]([OH:12])[CH2:4][CH2:3]1.[Na].F[C:15]1[CH:16]=[CH:17][C:18]2[N:19]([C:21]([N:24]3[CH2:29][CH2:28][CH2:27][CH2:26][C@@H:25]3[CH3:30])=[N:22][N:23]=2)[CH:20]=1.N. (8) The reactants are: [N:1]1([C:7]2[C:8]3[N:22]=[N:21][N:20]([CH2:23][CH2:24][N:25]4[CH2:30][CH2:29][NH:28][CH2:27][CH2:26]4)[C:9]=3[N:10]=[C:11]([C:13]3[CH:14]=[C:15]([OH:19])[CH:16]=[CH:17][CH:18]=3)[N:12]=2)[CH2:6][CH2:5][O:4][CH2:3][CH2:2]1.CCN(CC)CC.[C:38](Cl)(=[O:40])[CH3:39]. Given the product [C:38]([N:28]1[CH2:27][CH2:26][N:25]([CH2:24][CH2:23][N:20]2[C:9]3[N:10]=[C:11]([C:13]4[CH:14]=[C:15]([OH:19])[CH:16]=[CH:17][CH:18]=4)[N:12]=[C:7]([N:1]4[CH2:2][CH2:3][O:4][CH2:5][CH2:6]4)[C:8]=3[N:22]=[N:21]2)[CH2:30][CH2:29]1)(=[O:40])[CH3:39], predict the reactants needed to synthesize it. (9) Given the product [CH2:15]([O:14][C:11]1[CH:10]=[N:9][C:8]([C:4]2[CH:5]=[CH:6][CH:7]=[C:2]([B:51]3[O:55][C:54]([CH3:57])([CH3:56])[C:53]([CH3:59])([CH3:58])[O:52]3)[CH:3]=2)=[N:13][CH:12]=1)[CH3:16], predict the reactants needed to synthesize it. The reactants are: Cl[C:2]1[CH:3]=[C:4]([C:8]2[N:13]=[CH:12][C:11]([O:14][CH2:15][CH3:16])=[CH:10][N:9]=2)[CH:5]=[CH:6][CH:7]=1.CC(C1C=C(C(C)C)C(C2C=CC=CC=2P(C2CCCCC2)C2CCCCC2)=C(C(C)C)C=1)C.[B:51]1([B:51]2[O:55][C:54]([CH3:57])([CH3:56])[C:53]([CH3:59])([CH3:58])[O:52]2)[O:55][C:54]([CH3:57])([CH3:56])[C:53]([CH3:59])([CH3:58])[O:52]1.CC([O-])=O.[K+]. (10) Given the product [CH3:1][O:2][CH2:3][CH2:4][O:5][C:6]1[CH:11]=[CH:10][C:9]2[C:12]3([CH2:22][O:23][C:8]=2[CH:7]=1)[C:20]1[C:15](=[CH:16][CH:17]=[CH:18][CH:19]=1)[N:14]([CH2:43][CH2:38][O:39][CH2:40][CH2:41][O:42][CH3:37])[C:13]3=[O:21], predict the reactants needed to synthesize it. The reactants are: [CH3:1][O:2][CH2:3][CH2:4][O:5][C:6]1[CH:11]=[CH:10][C:9]2[C:12]3([CH2:22][O:23][C:8]=2[CH:7]=1)[C:20]1[C:15](=[CH:16][CH:17]=[CH:18][CH:19]=1)[NH:14][C:13]3=[O:21].N1C2C(=CC=CC=2)[C@@]2(C3C(=C[C:37]4[O:42][CH2:41][CH2:40][O:39][C:38]=4[CH:43]=3)OC2)C1=O.